Task: Predict the reactants needed to synthesize the given product.. Dataset: Retrosynthesis with 50K atom-mapped reactions and 10 reaction types from USPTO (1) Given the product COc1cc2c(cc1Cl)CNC2, predict the reactants needed to synthesize it. The reactants are: COc1ccc(CN2Cc3cc(Cl)c(OC)cc3C2)cc1. (2) Given the product CCCc1ccc(CCCBr)cc1, predict the reactants needed to synthesize it. The reactants are: BrC(Br)(Br)Br.CCCc1ccc(CCCO)cc1. (3) Given the product O=C(Nc1cc2cc(c1)Nc1nc(ncc1Cl)Nc1cccc(c1)CC2)C1CCC1, predict the reactants needed to synthesize it. The reactants are: Nc1cc2cc(c1)Nc1nc(ncc1Cl)Nc1cccc(c1)CC2.O=C(O)C1CCC1.